Dataset: Full USPTO retrosynthesis dataset with 1.9M reactions from patents (1976-2016). Task: Predict the reactants needed to synthesize the given product. (1) Given the product [CH3:26][O:25][CH:24]([O:27][CH3:28])[CH2:23][CH2:22][N:11]1[CH:12]=[C:7]([C:5]2[CH:4]=[N:3][S:2][CH:6]=2)[C:8](=[O:14])[NH:9][C:10]1=[O:13], predict the reactants needed to synthesize it. The reactants are: Cl.[S:2]1[CH:6]=[C:5]([C:7]2[C:8](=[O:14])[NH:9][C:10](=[O:13])[NH:11][CH:12]=2)[CH:4]=[N:3]1.C([O-])([O-])=O.[K+].[K+].Br[CH2:22][CH2:23][CH:24]([O:27][CH3:28])[O:25][CH3:26].Cl. (2) Given the product [NH2:1][C:2]1[CH:7]=[C:6]([C:5]([C:20]2[CH:21]=[C:22]([NH:32][C:33]3[CH:34]=[N:35][C:36]4[C:41]([CH:42]=3)=[CH:40][CH:39]=[CH:38][CH:37]=4)[N:23]=[C:24]([N:26]3[CH2:27][CH2:28][O:29][CH2:30][CH2:31]3)[N:25]=2)=[CH:4][N:3]=1)[C:8]#[N:9], predict the reactants needed to synthesize it. The reactants are: [NH2:1][C:2]1[CH:7]=[C:6]([C:8]#[N:9])[C:5](B2OC(C)(C)C(C)(C)O2)=[CH:4][N:3]=1.Br[C:20]1[N:25]=[C:24]([N:26]2[CH2:31][CH2:30][O:29][CH2:28][CH2:27]2)[N:23]=[C:22]([NH:32][C:33]2[CH:34]=[N:35][C:36]3[C:41]([CH:42]=2)=[CH:40][CH:39]=[CH:38][CH:37]=3)[CH:21]=1.C([O-])([O-])=O.[Na+].[Na+]. (3) The reactants are: Cl[C:2]1[CH:7]=[CH:6][C:5]([C:8]([F:11])([F:10])[F:9])=[CH:4][N:3]=1.[Cl:12][C:13]1[CH:18]=[C:17]([Cl:19])[CH:16]=[CH:15][C:14]=1[C:20]1[C:25]([C:26]2[NH:27][CH:28]=[C:29]([CH3:31])[N:30]=2)=[CH:24][N:23]=[C:22]([NH:32][CH2:33][CH2:34][NH:35]C2N=CC(C#N)=CC=2)[N:21]=1. Given the product [Cl:12][C:13]1[CH:18]=[C:17]([Cl:19])[CH:16]=[CH:15][C:14]=1[C:20]1[C:25]([C:26]2[NH:27][CH:28]=[C:29]([CH3:31])[N:30]=2)=[CH:24][N:23]=[C:22]([NH:32][CH2:33][CH2:34][NH:35][C:2]2[CH:7]=[CH:6][C:5]([C:8]([F:11])([F:10])[F:9])=[CH:4][N:3]=2)[N:21]=1, predict the reactants needed to synthesize it. (4) The reactants are: [NH2:1][CH2:2][C:3]1[N:7]=[C:6]([C@H:8]([CH2:17][CH2:18][CH2:19][CH:20]2[CH2:25][CH2:24][CH2:23][CH2:22][CH2:21]2)[CH2:9][C:10]([O:12][C:13]([CH3:16])([CH3:15])[CH3:14])=[O:11])[O:5][N:4]=1.[CH3:26][O:27][CH2:28][C:29](O)=[O:30].C1C=CC2N(O)N=NC=2C=1.CN1CCOCC1. Given the product [CH:20]1([CH2:19][CH2:18][CH2:17][C@@H:8]([C:6]2[O:5][N:4]=[C:3]([CH2:2][NH:1][C:29](=[O:30])[CH2:28][O:27][CH3:26])[N:7]=2)[CH2:9][C:10]([O:12][C:13]([CH3:15])([CH3:16])[CH3:14])=[O:11])[CH2:21][CH2:22][CH2:23][CH2:24][CH2:25]1, predict the reactants needed to synthesize it. (5) The reactants are: [C:1]([O:6][CH2:7][CH3:8])(=[O:5])[CH:2]([CH3:4])[CH3:3].[Li+].CC([N-]C(C)C)C.[CH2:17]([O:24][C:25]1[CH:32]=[CH:31][C:28]([CH:29]=[O:30])=[CH:27][CH:26]=1)[C:18]1[CH:23]=[CH:22][CH:21]=[CH:20][CH:19]=1.O. Given the product [CH2:7]([O:6][C:1](=[O:5])[C:2]([CH3:4])([CH3:3])[CH:29]([C:28]1[CH:27]=[CH:26][C:25]([O:24][CH2:17][C:18]2[CH:19]=[CH:20][CH:21]=[CH:22][CH:23]=2)=[CH:32][CH:31]=1)[OH:30])[CH3:8], predict the reactants needed to synthesize it. (6) Given the product [C:32]([O:18][CH2:17][C:14]1[CH2:15][S:16][C@@H:11]2[C@H:10]([NH:9][C:7](=[O:8])/[C:6](/[C:2]3[O:1][CH:5]=[CH:4][CH:3]=3)=[N:24]\[O:25][CH3:26])[C:22](=[O:23])[N:12]2[C:13]=1[C:19]([OH:21])=[O:20])(=[O:33])[NH2:31], predict the reactants needed to synthesize it. The reactants are: [O:1]1[CH:5]=[CH:4][CH:3]=[C:2]1/[C:6](=[N:24]/[O:25][CH3:26])/[C:7]([NH:9][C@@H:10]1[C:22](=[O:23])[N:12]2[C:13]([C:19]([OH:21])=[O:20])=[C:14]([CH2:17][OH:18])[CH2:15][S:16][C@H:11]12)=[O:8].ClS([N:31]=[C:32]=[O:33])(=O)=O.O. (7) The reactants are: [F:1][C:2]1[CH:3]=[C:4]([C:8]2([N:19]3[CH2:23][CH2:22][CH2:21]C3)[CH2:13][CH2:12][CH:11]([CH2:14][CH2:15][CH2:16][NH:17][CH3:18])[CH2:10][CH2:9]2)[CH:5]=[CH:6][CH:7]=1.N1CCC1. Given the product [N:19]1([C:8]2([C:4]3[CH:5]=[CH:6][CH:7]=[C:2]([F:1])[CH:3]=3)[CH2:9][CH2:10][CH:11]([CH2:14][CH2:15][CH2:16][NH:17][CH3:18])[CH2:12][CH2:13]2)[CH2:23][CH2:22][CH2:21]1, predict the reactants needed to synthesize it. (8) Given the product [CH:23]1[N:24]([C@@H:1]2[O:9][C@H:6]([CH2:7][OH:8])[C@@H:4]([OH:5])[C@H:2]2[OH:3])[C:25]([OH:28])=[C:21]([C:18]([NH2:19])=[O:20])[N:22]=1, predict the reactants needed to synthesize it. The reactants are: [C@@H:1]1(N2C=CC(=O)NC2=O)[O:9][C@H:6]([CH2:7][OH:8])[C@@H:4]([OH:5])[C@H:2]1[OH:3].[C:18]([C:21]1[CH:25]=[N:24][C:23](=O)[N:22]=1)(=[O:20])[NH2:19].P([O-])([O-])([O-])=[O:28].[K+].[K+].[K+].